Dataset: Catalyst prediction with 721,799 reactions and 888 catalyst types from USPTO. Task: Predict which catalyst facilitates the given reaction. (1) Reactant: [C:1]([C:3]1[CH:4]=[C:5]2[C:10](=[CH:11][C:12]=1F)[O:9][CH2:8][CH2:7][CH:6]2[C:14]([O:16][CH3:17])=[O:15])#[N:2].[OH:18][C:19]1[CH:31]=[CH:30][C:22]([C:23]([O:25][C:26]([CH3:29])([CH3:28])[CH3:27])=[O:24])=[CH:21][CH:20]=1.C([O-])([O-])=O.[K+].[K+]. Product: [C:26]([O:25][C:23]([C:22]1[CH:21]=[CH:20][C:19]([O:18][C:12]2[CH:11]=[C:10]3[C:5]([CH:6]([C:14]([O:16][CH3:17])=[O:15])[CH2:7][CH2:8][O:9]3)=[CH:4][C:3]=2[C:1]#[N:2])=[CH:31][CH:30]=1)=[O:24])([CH3:29])([CH3:27])[CH3:28]. The catalyst class is: 60. (2) Reactant: [Cl:1][C:2]1[C:10]([Cl:11])=[C:9]2[C:5]([CH2:6][C:7]([CH:14]3[CH2:18][CH2:17][CH2:16][CH2:15]3)([CH3:13])[C:8]2=[O:12])=[CH:4][C:3]=1[C:19]#[C:20][C:21]1[CH:26]=[CH:25][C:24]([C:27]2[N:28]=[N:29][NH:30][N:31]=2)=[CH:23][CH:22]=1. Product: [Cl:1][C:2]1[C:10]([Cl:11])=[C:9]2[C:5]([CH2:6][C:7]([CH:14]3[CH2:18][CH2:17][CH2:16][CH2:15]3)([CH3:13])[C:8]2=[O:12])=[CH:4][C:3]=1[CH2:19][CH2:20][C:21]1[CH:22]=[CH:23][C:24]([C:27]2[N:28]=[N:29][NH:30][N:31]=2)=[CH:25][CH:26]=1. The catalyst class is: 43. (3) Reactant: [O:1]1[CH2:6][CH2:5][CH:4]([C:7]([O:9]C)=[O:8])[CH2:3][CH2:2]1.[OH-].[Na+]. Product: [O:1]1[CH2:6][CH2:5][CH:4]([C:7]([OH:9])=[O:8])[CH2:3][CH2:2]1. The catalyst class is: 5.